Dataset: Full USPTO retrosynthesis dataset with 1.9M reactions from patents (1976-2016). Task: Predict the reactants needed to synthesize the given product. (1) Given the product [Cl:32][C:33]1[C:34]([F:40])=[C:35]([NH:36][C:2]2[C:11]3[C:6](=[CH:7][C:8]([O:30][CH3:31])=[C:9]([O:12][C@@H:13]4[CH2:18][CH2:17][NH:16][C@H:15]([C:26]([O:28][CH3:29])=[O:27])[CH2:14]4)[CH:10]=3)[N:5]=[CH:4][N:3]=2)[CH:37]=[CH:38][CH:39]=1, predict the reactants needed to synthesize it. The reactants are: Cl[C:2]1[C:11]2[C:6](=[CH:7][C:8]([O:30][CH3:31])=[C:9]([O:12][C@@H:13]3[CH2:18][CH2:17][N:16](C(OC(C)(C)C)=O)[C@H:15]([C:26]([O:28][CH3:29])=[O:27])[CH2:14]3)[CH:10]=2)[N:5]=[CH:4][N:3]=1.[Cl:32][C:33]1[C:34]([F:40])=[C:35]([CH:37]=[CH:38][CH:39]=1)[NH2:36].Cl. (2) Given the product [Cl:1][C:2]1[N:7]=[C:6]([O:8][C:9]2[CH:10]=[C:11]([CH:12]=[C:13]([CH3:15])[CH:14]=2)[CH:16]=[O:17])[C:5]([CH:18]([CH3:19])[CH3:20])=[C:4]([Cl:21])[N:3]=1, predict the reactants needed to synthesize it. The reactants are: [Cl:1][C:2]1[N:7]=[C:6]([O:8][C:9]2[CH:10]=[C:11]([CH2:16][OH:17])[CH:12]=[C:13]([CH3:15])[CH:14]=2)[C:5]([CH:18]([CH3:20])[CH3:19])=[C:4]([Cl:21])[N:3]=1.[Cr](Cl)([O-])(=O)=O.[NH+]1C=CC=CC=1. (3) The reactants are: C([N:8]1[CH2:13][CH2:12][CH:11]([N:14]2[C:23]3[C:18](=[CH:19][N:20]=[C:21]4[N:26]([CH2:27][O:28][CH2:29][CH2:30][Si:31]([CH3:34])([CH3:33])[CH3:32])[CH:25]=[CH:24][C:22]4=3)[C:17](=[O:35])[CH:16]=[CH:15]2)[CH2:10][CH2:9]1)C1C=CC=CC=1.C(Cl)(Cl)Cl.CO. Given the product [NH:8]1[CH2:13][CH2:12][CH:11]([N:14]2[C:23]3[C:18](=[CH:19][N:20]=[C:21]4[N:26]([CH2:27][O:28][CH2:29][CH2:30][Si:31]([CH3:33])([CH3:32])[CH3:34])[CH:25]=[CH:24][C:22]4=3)[C:17](=[O:35])[CH:16]=[CH:15]2)[CH2:10][CH2:9]1, predict the reactants needed to synthesize it. (4) Given the product [Br:3][C:4]1[CH:5]=[CH:6][C:7]([CH3:18])=[C:8]([N:10]([CH3:19])[C:11](=[O:17])[O:12][C:13]([CH3:14])([CH3:15])[CH3:16])[CH:9]=1, predict the reactants needed to synthesize it. The reactants are: [H-].[Na+].[Br:3][C:4]1[CH:5]=[CH:6][C:7]([CH3:18])=[C:8]([NH:10][C:11](=[O:17])[O:12][C:13]([CH3:16])([CH3:15])[CH3:14])[CH:9]=1.[CH3:19]I. (5) Given the product [CH2:1]([C:3]1[C:8]([B:9]2[O:10][C:11]([CH3:17])([CH3:16])[C:12]([CH3:15])([CH3:14])[O:13]2)=[CH:7][CH:6]=[CH:5][C:4]=1[O:18][CH2:26][CH2:27][CH2:28][C:29]([O:31][CH2:32][CH3:33])=[O:30])[CH3:2], predict the reactants needed to synthesize it. The reactants are: [CH2:1]([C:3]1[C:8]([B:9]2[O:13][C:12]([CH3:15])([CH3:14])[C:11]([CH3:17])([CH3:16])[O:10]2)=[CH:7][CH:6]=[CH:5][C:4]=1[OH:18])[CH3:2].C(=O)([O-])[O-].[K+].[K+].Br[CH2:26][CH2:27][CH2:28][C:29]([O:31][CH2:32][CH3:33])=[O:30].